This data is from Acute oral toxicity (LD50) regression data from Zhu et al.. The task is: Regression/Classification. Given a drug SMILES string, predict its toxicity properties. Task type varies by dataset: regression for continuous values (e.g., LD50, hERG inhibition percentage) or binary classification for toxic/non-toxic outcomes (e.g., AMES mutagenicity, cardiotoxicity, hepatotoxicity). Dataset: ld50_zhu. (1) The compound is CCCCCOc1ccc(Br)cc1COCCN1CCOCC1. The rat oral LD50 is 2.51, given as -log10 of the dose in mol/kg body weight (higher means more acutely toxic). (2) The compound is O=[N+]([O-])c1ccc(O)c2ncccc12. The rat oral LD50 is 2.57, given as -log10 of the dose in mol/kg body weight (higher means more acutely toxic). (3) The molecule is CCOC(=O)CCC=O. The rat oral LD50 is 1.12, given as -log10 of the dose in mol/kg body weight (higher means more acutely toxic). (4) The drug is Cc1c(Cl)c(=O)oc2cc(OP(=O)(OCCCCl)OCCCCl)ccc12. The rat oral LD50 is 3.32, given as -log10 of the dose in mol/kg body weight (higher means more acutely toxic). (5) The drug is O=C1CCc2cc(CCCN3CCN(c4ccccc4)CC3)ccc2N1. The rat oral LD50 is 2.84, given as -log10 of the dose in mol/kg body weight (higher means more acutely toxic). (6) The drug is CCC(C)OC=O. The rat oral LD50 is 1.00, given as -log10 of the dose in mol/kg body weight (higher means more acutely toxic).